The task is: Predict which catalyst facilitates the given reaction.. This data is from Catalyst prediction with 721,799 reactions and 888 catalyst types from USPTO. (1) Reactant: [CH:1]1([CH:4]([N:8]2[CH:12]=[C:11]([C:13]3[C:18]([O:19][CH3:20])=[CH:17][N:16]=[C:15]([NH:21][C:22]4[CH:27]=[CH:26][CH:25]=[C:24]([N+:28]([O-])=O)[CH:23]=4)[N:14]=3)[CH:10]=[N:9]2)[CH2:5][C:6]#[N:7])[CH2:3][CH2:2]1.[H][H]. Product: [NH2:28][C:24]1[CH:23]=[C:22]([NH:21][C:15]2[N:14]=[C:13]([C:11]3[CH:10]=[N:9][N:8]([CH:4]([CH:1]4[CH2:3][CH2:2]4)[CH2:5][C:6]#[N:7])[CH:12]=3)[C:18]([O:19][CH3:20])=[CH:17][N:16]=2)[CH:27]=[CH:26][CH:25]=1. The catalyst class is: 19. (2) Product: [C:1]([OH:14])(=[O:13])[C:2]1[CH:3]=[CH:4][CH:5]=[CH:6][CH:7]=1. The catalyst class is: 657. Reactant: [C:1]([OH:14])(=[O:13])[CH2:2][CH2:3][CH2:4][CH2:5][CH2:6][CH2:7]CCCCC.C([O-])(=O)C1C=CC=CC=1.[Na+].OO.P(=O)(O)(O)O.